From a dataset of Experimentally validated miRNA-target interactions with 360,000+ pairs, plus equal number of negative samples. Binary Classification. Given a miRNA mature sequence and a target amino acid sequence, predict their likelihood of interaction. (1) The miRNA is mmu-miR-1904 with sequence GUUCUGCUCCUCUGGAGGGAGG. The protein sequence of the target gene is MDNYTVAPDDEYDVLILDDYLDNSGPDQVPAPEFLSPQQVLQFCCAVFAVGLLDNVLAVFILVKYKGLKNLGNIYFLNLALSNLCFLLPLPFWAHTAAHGESPGNGTCKVLVGLHSSGLYSEVFSNILLLVQGYRVFSQGRLASIFTTVSCGIVACILAWAMATALSLPESVFYEPRMERQKHKCAFGKPHFLPIEAPLWKYVLTSKMIILVLAFPLLVFIICCRQLRRRQSFRERQYDLHKPALVITGVFLLMWAPYNTVLFLSAFQEHLSLQDEKSSYHLDASVQVTQLVATTHCCVN.... Result: 0 (no interaction). (2) The miRNA is hsa-miR-6818-5p with sequence UUGUGUGAGUACAGAGAGCAUC. The protein sequence of the target gene is MMCSRVPSEQSSGTSLLPKDGAPFSWDSLDEDGLDDSLLELSEGEEDDGDVNYTEEEIDALLKEDDPSYEQSSGEDDGGHVEKGERGSQILLDTPREKNSSYSLGPVAETPDLFKLPQLSTSSGHGPAHTKPLNRRSVLEKNLIKVTVAPFNPTVCDALLDKDETDSSKDTEKLSSLGEEMREDGLSPNESKLCTESEGISPNNSAWNGPQLSSSNNNFQQTVSDKNMPDSENPTSVFSRISDHSETPNMELSCRNGGSHKSSCEMRSLVVSTSSNKQDVLNKDSGKMKGHERRLGKVIP.... Result: 0 (no interaction). (3) The protein sequence of the target gene is MDFLHRNGVLIIQHLQKDYRAYYTFLNFMSNVGDPRNIFFIYFPLCFQFNQTVGTKMIWVAVIGDWLNLIFKWILFGHRPYWWVQETQIYPNHSSPCLEQFPTTCETGPGSPSGHAMGASCVWYVMVTAALSHTVCGMDKFSITLHRLTWSFLWSVFWLIQISVCISRVFIATHFPHQVILGVIGGMLVAEAFEHTPGIQTASLGTYLKTNLFLFLFAVGFYLLLRVLNIDLLWSVPIAKKWCANPDWIHIDTTPFAGLVRNLGVLFGLGFAINSEMFLLSCRGGNNYTLSFRLLCALTS.... The miRNA is hsa-miR-627-5p with sequence GUGAGUCUCUAAGAAAAGAGGA. Result: 0 (no interaction).